From a dataset of Full USPTO retrosynthesis dataset with 1.9M reactions from patents (1976-2016). Predict the reactants needed to synthesize the given product. (1) Given the product [F:8][C:9]1[C:14]([O:15][CH3:16])=[CH:13][C:12]([O:17][CH3:18])=[C:11]([F:19])[C:10]=1[C:20]1[N:25]=[C:24]2[NH:26][N:27]=[C:28]([C:38]3[CH:39]=[N:40][N:41]([CH:43]([CH3:46])[C:44]#[N:45])[CH:42]=3)[C:23]2=[CH:22][N:21]=1, predict the reactants needed to synthesize it. The reactants are: C(O)(C(F)(F)F)=O.[F:8][C:9]1[C:14]([O:15][CH3:16])=[CH:13][C:12]([O:17][CH3:18])=[C:11]([F:19])[C:10]=1[C:20]1[N:25]=[C:24]2[NH:26][N:27]=[C:28](I)[C:23]2=[CH:22][N:21]=1.CC1(C)C(C)(C)OB([C:38]2[CH:39]=[N:40][N:41]([CH:43]([CH3:46])[C:44]#[N:45])[CH:42]=2)O1. (2) Given the product [C:17]1([C:13]2([CH2:12][C:11]([C:2]3[CH:7]=[CH:6][CH:5]=[CH:4][N:3]=3)=[O:23])[CH2:16][CH2:15][CH2:14]2)[CH:22]=[CH:21][CH:20]=[CH:19][CH:18]=1, predict the reactants needed to synthesize it. The reactants are: Br[C:2]1[CH:7]=[CH:6][CH:5]=[CH:4][N:3]=1.CON(C)[C:11](=[O:23])[CH2:12][C:13]1([C:17]2[CH:22]=[CH:21][CH:20]=[CH:19][CH:18]=2)[CH2:16][CH2:15][CH2:14]1. (3) Given the product [C:18]([C:5]1[CH:4]=[C:3]([C:25]([O:27][CH2:28][C:29]([Cl:32])([Cl:31])[Cl:30])=[O:26])[N:7]([C:8]2[CH:9]=[C:10]([CH:15]=[CH:16][CH:17]=2)[C:11]([O:13][CH3:14])=[O:12])[N:6]=1)([CH3:21])([CH3:20])[CH3:19], predict the reactants needed to synthesize it. The reactants are: Cl.N[C:3]1[N:7]([C:8]2[CH:9]=[C:10]([CH:15]=[CH:16][CH:17]=2)[C:11]([O:13][CH3:14])=[O:12])[N:6]=[C:5]([C:18]([CH3:21])([CH3:20])[CH3:19])[CH:4]=1.[OH-].[Na+].Cl[C:25]([O:27][CH2:28][C:29]([Cl:32])([Cl:31])[Cl:30])=[O:26].